Task: Predict which catalyst facilitates the given reaction.. Dataset: Catalyst prediction with 721,799 reactions and 888 catalyst types from USPTO (1) Reactant: [NH2:1][N:2]1[C:7](=[O:8])[C:6]([C:9]2[NH:14][C:13]3[CH:15]=[CH:16][CH:17]=[CH:18][C:12]=3[S:11](=[O:20])(=[O:19])[N:10]=2)=[C:5]([OH:21])[C:4]2[S:22][CH:23]=[CH:24][C:3]1=2.[CH2:25]([CH:27]([CH2:30][CH3:31])[CH:28]=O)[CH3:26]. Product: [O:19]=[S:11]1(=[O:20])[C:12]2[CH:18]=[CH:17][CH:16]=[CH:15][C:13]=2[NH:14][C:9]([C:6]2[C:7](=[O:8])[N:2]([N:1]=[CH:28][CH:27]([CH2:30][CH3:31])[CH2:25][CH3:26])[C:3]3[CH:24]=[CH:23][S:22][C:4]=3[C:5]=2[OH:21])=[N:10]1. The catalyst class is: 80. (2) Reactant: [Cl:1][C:2]1[CH:20]=[C:19]([OH:21])[CH:18]=[CH:17][C:3]=1[CH2:4][CH:5]1[CH2:9][CH2:8][N:7]([CH:10]2[CH2:15][CH2:14][CH2:13][CH2:12][CH2:11]2)[C:6]1=[O:16].[CH3:22][O:23][CH2:24][CH2:25]O.N(C(N1CCCCC1)=O)=NC(N1CCCCC1)=O. Product: [Cl:1][C:2]1[CH:20]=[C:19]([O:21][CH2:25][CH2:24][O:23][CH3:22])[CH:18]=[CH:17][C:3]=1[CH2:4][CH:5]1[CH2:9][CH2:8][N:7]([CH:10]2[CH2:11][CH2:12][CH2:13][CH2:14][CH2:15]2)[C:6]1=[O:16]. The catalyst class is: 7.